From a dataset of Full USPTO retrosynthesis dataset with 1.9M reactions from patents (1976-2016). Predict the reactants needed to synthesize the given product. (1) Given the product [CH3:14][C:12]1([CH3:15])[C:11]2[C:6](=[CH:7][C:8]([NH:16][C:17](=[O:35])[C:18]3[CH:23]=[CH:22][CH:21]=[N:20][C:19]=3[NH:24][CH2:25][C:26]3[N:31]=[C:30]4[NH:32][CH:33]=[CH:34][C:29]4=[CH:28][CH:27]=3)=[CH:9][CH:10]=2)[CH2:5][NH:4][CH2:13]1, predict the reactants needed to synthesize it. The reactants are: C([N:4]1[CH2:13][C:12]([CH3:15])([CH3:14])[C:11]2[C:6](=[CH:7][C:8]([NH:16][C:17](=[O:35])[C:18]3[CH:23]=[CH:22][CH:21]=[N:20][C:19]=3[NH:24][CH2:25][C:26]3[N:31]=[C:30]4[NH:32][CH:33]=[CH:34][C:29]4=[CH:28][CH:27]=3)=[CH:9][CH:10]=2)[CH2:5]1)(=O)C.Cl.C([O-])(O)=O.[Na+]. (2) Given the product [C:61]([O:60][C:58](=[O:59])[NH:65][CH2:66][CH:67]1[CH2:70][CH2:69][N:68]1[C:7]([C:2]1[C:1]([C:10]2[CH:15]=[CH:14][CH:13]=[CH:12][CH:11]=2)=[CH:6][CH:5]=[CH:4][CH:3]=1)=[O:9])([CH3:64])([CH3:62])[CH3:63], predict the reactants needed to synthesize it. The reactants are: [C:1]1([C:10]2[CH:15]=[CH:14][CH:13]=[CH:12][CH:11]=2)[C:2]([C:7]([OH:9])=O)=[CH:3][CH:4]=[CH:5][CH:6]=1.C1CN([P+](ON2N=NC3C=CC=CC2=3)(N2CCCC2)N2CCCC2)CC1.F[P-](F)(F)(F)(F)F.CCN(C(C)C)C(C)C.[C:58]([NH:65][CH2:66][CH:67]1[CH2:70][CH2:69][NH:68]1)([O:60][C:61]([CH3:64])([CH3:63])[CH3:62])=[O:59]. (3) Given the product [C:1]([C:5]1[CH:9]=[C:8]([NH:10][C:11]([NH:12][C:13]2[CH:42]=[CH:41][CH:40]=[C:15]([O:16][C:17]3[C:26]4[C:21](=[CH:22][C:23]([O:29][CH2:30][CH:31]5[CH2:36][CH2:35][NH:34][CH2:33][CH2:32]5)=[C:24]([O:27][CH3:28])[CH:25]=4)[N:20]=[CH:19][N:18]=3)[CH:14]=2)=[O:43])[O:7][N:6]=1)([CH3:4])([CH3:2])[CH3:3], predict the reactants needed to synthesize it. The reactants are: [C:1]([C:5]1[CH:9]=[C:8]([NH:10][C:11](=[O:43])[NH:12][C:13]2[CH:14]=[C:15]([CH:40]=[CH:41][CH:42]=2)[O:16][C:17]2[C:26]3[C:21](=[CH:22][C:23]([O:29][CH2:30][CH:31]4[CH2:36][CH2:35][N:34](C([O-])=O)[CH2:33][CH2:32]4)=[C:24]([O:27][CH3:28])[CH:25]=3)[N:20]=[CH:19][N:18]=2)[O:7][N:6]=1)([CH3:4])([CH3:3])[CH3:2].Cl. (4) Given the product [NH2:39][C:28]1[CH:29]=[CH:30][C:31]([N:33]2[CH2:34][CH2:35][O:36][CH2:37][CH2:38]2)=[CH:32][C:27]=1[NH:26][C:18]1[CH:19]=[C:20]2[C:15](=[CH:16][N:17]=1)[CH2:14][N:13]([C:3]1[C:4]([F:12])=[C:5]([O:10][CH3:11])[CH:6]=[C:7]([O:8][CH3:9])[C:2]=1[F:1])[C:22](=[O:23])[C:21]12[CH2:25][CH2:24]1, predict the reactants needed to synthesize it. The reactants are: [F:1][C:2]1[C:7]([O:8][CH3:9])=[CH:6][C:5]([O:10][CH3:11])=[C:4]([F:12])[C:3]=1[N:13]1[C:22](=[O:23])[C:21]2([CH2:25][CH2:24]2)[C:20]2[C:15](=[CH:16][N:17]=[C:18]([NH:26][C:27]3[CH:32]=[C:31]([N:33]4[CH2:38][CH2:37][O:36][CH2:35][CH2:34]4)[CH:30]=[CH:29][C:28]=3[N+:39]([O-])=O)[CH:19]=2)[CH2:14]1. (5) Given the product [OH:27][C:2]([CH3:26])([CH3:1])[C:3]([C:5]1[C:13]2[C:8](=[N:9][CH:10]=[C:11]([C:14]3[CH:15]=[C:16]([O:24][CH3:25])[C:17]([O:22][CH3:23])=[C:18]([O:20][CH3:21])[CH:19]=3)[N:12]=2)[NH:7][CH:6]=1)=[O:4], predict the reactants needed to synthesize it. The reactants are: [CH3:1][C:2]([O:27]C1CCCCO1)([CH3:26])[C:3]([C:5]1[C:13]2[C:8](=[N:9][CH:10]=[C:11]([C:14]3[CH:19]=[C:18]([O:20][CH3:21])[C:17]([O:22][CH3:23])=[C:16]([O:24][CH3:25])[CH:15]=3)[N:12]=2)[NH:7][CH:6]=1)=[O:4].C(O)(=O)C.C1COCC1.